Dataset: Reaction yield outcomes from USPTO patents with 853,638 reactions. Task: Predict the reaction yield, written as a fraction of the theoretical maximum amount of product (1.0 means a 100% yield; for example, 0.34 means a 34% yield). The reactants are C([N:8]1[C:12]([O:13][CH3:14])=[N:11][N:10]=[C:9]1[C:15]1[C:16]([CH:26]2[CH2:28][CH2:27]2)=[CH:17][C:18]([CH3:25])=[C:19]([CH:24]=1)[C:20]([O:22][CH3:23])=[O:21])C1C=CC=CC=1.Cl.[H][H]. The catalyst is [Pd].CO. The product is [CH:26]1([C:16]2[C:15]([C:9]3[NH:8][C:12]([O:13][CH3:14])=[N:11][N:10]=3)=[CH:24][C:19]([C:20]([O:22][CH3:23])=[O:21])=[C:18]([CH3:25])[CH:17]=2)[CH2:28][CH2:27]1. The yield is 0.710.